Dataset: Full USPTO retrosynthesis dataset with 1.9M reactions from patents (1976-2016). Task: Predict the reactants needed to synthesize the given product. (1) Given the product [OH:18][C:11]1([C:14]([O:16][CH3:17])=[O:15])[CH2:10][CH2:9][NH:8][CH2:13][CH2:12]1, predict the reactants needed to synthesize it. The reactants are: C([N:8]1[CH2:13][CH2:12][C:11]([OH:18])([C:14]([O:16][CH3:17])=[O:15])[CH2:10][CH2:9]1)C1C=CC=CC=1.C([O-])=O.[NH4+]. (2) Given the product [Br:1][C:2]1[CH:3]=[C:4]([C:9](/[C:11](=[CH:17]/[NH:21][C@@H:22]([CH2:25][CH:26]([CH3:28])[CH3:27])[CH2:23][OH:24])/[C:12]([O:14][CH2:15][CH3:16])=[O:13])=[O:10])[C:5]([Cl:8])=[N:6][CH:7]=1, predict the reactants needed to synthesize it. The reactants are: [Br:1][C:2]1[CH:3]=[C:4]([C:9](/[C:11](=[CH:17]/OCC)/[C:12]([O:14][CH2:15][CH3:16])=[O:13])=[O:10])[C:5]([Cl:8])=[N:6][CH:7]=1.[NH2:21][C@@H:22]([CH2:25][CH:26]([CH3:28])[CH3:27])[CH2:23][OH:24]. (3) Given the product [N+:3]1([O-:20])[O:15][N:13]=[C:5]2[CH:6]=[C:7]([C:8]([OH:10])=[O:9])[CH:11]=[CH:12][C:4]=12, predict the reactants needed to synthesize it. The reactants are: [OH-].[K+].[NH2:3][C:4]1[CH:12]=[CH:11][C:7]([C:8]([OH:10])=[O:9])=[CH:6][C:5]=1[N+:13]([O-:15])=O.Cl[O-].[Na+].N1[O:20]N=C2C=C(C(O)=O)C=CC=12.Cl.[Na+].[Cl-]. (4) Given the product [Br:1][C:2]1[CH:7]=[C:6]([C:8]([F:11])([F:10])[F:9])[CH:5]=[C:4]([C:12]#[CH:13])[C:3]=1[NH2:18], predict the reactants needed to synthesize it. The reactants are: [Br:1][C:2]1[CH:7]=[C:6]([C:8]([F:11])([F:10])[F:9])[CH:5]=[C:4]([C:12]#[C:13][Si](C)(C)C)[C:3]=1[NH2:18].[F-].C([N+](CCCC)(CCCC)CCCC)CCC.O. (5) Given the product [CH:6]1([C:9]2[CH:14]=[CH:13][C:12]([O:15][CH3:16])=[C:11]([C:20]([C:21]3[CH:26]=[CH:25][CH:24]=[CH:23][CH:22]=3)=[O:27])[CH:10]=2)[CH2:8][CH2:7]1, predict the reactants needed to synthesize it. The reactants are: C([Li])CCC.[CH:6]1([C:9]2[CH:14]=[CH:13][C:12]([O:15][CH3:16])=[CH:11][CH:10]=2)[CH2:8][CH2:7]1.CON(C)[C:20](=[O:27])[C:21]1[CH:26]=[CH:25][CH:24]=[CH:23][CH:22]=1.Cl. (6) Given the product [CH3:1][C@@H:2]1[NH:3][CH2:4][CH2:5][N:6]([C:8]2[CH:9]=[CH:10][C:11]([N+:14]([O-:16])=[O:15])=[CH:12][CH:13]=2)[CH2:7]1, predict the reactants needed to synthesize it. The reactants are: [CH3:1][C@H:2]1[CH2:7][N:6]([C:8]2[CH:13]=[CH:12][C:11]([N+:14]([O-:16])=[O:15])=[CH:10][CH:9]=2)[CH2:5][CH2:4][N:3]1C(OC(C)(C)C)=O.C(O)(C(F)(F)F)=O. (7) The reactants are: [C:1]([O:5][C:6](=[O:14])[NH:7][C:8]1([C:11](=O)[NH2:12])[CH2:10][CH2:9]1)([CH3:4])([CH3:3])[CH3:2].N1C(Cl)=NC(Cl)=NC=1Cl. Given the product [C:1]([O:5][C:6](=[O:14])[NH:7][C:8]1([C:11]#[N:12])[CH2:10][CH2:9]1)([CH3:4])([CH3:2])[CH3:3], predict the reactants needed to synthesize it. (8) Given the product [C:30]1([CH:7]([C:1]2[CH:2]=[CH:3][CH:4]=[CH:5][CH:6]=2)[N:8]2[C:16]3[C:11](=[CH:12][CH:13]=[CH:14][C:15]=3[F:17])[C:10]3([C:18]4[C:27](=[CH:26][C:21]5[O:22][CH2:23][CH2:24][O:25][C:20]=5[CH:19]=4)[O:28][CH2:36]3)[C:9]2=[O:29])[CH:31]=[CH:32][CH:33]=[CH:34][CH:35]=1, predict the reactants needed to synthesize it. The reactants are: [C:1]1([CH:7]([C:30]2[CH:35]=[CH:34][CH:33]=[CH:32][CH:31]=2)[N:8]2[C:16]3[C:11](=[CH:12][CH:13]=[CH:14][C:15]=3[F:17])[CH:10]([C:18]3[C:27]([OH:28])=[CH:26][C:21]4[O:22][CH2:23][CH2:24][O:25][C:20]=4[CH:19]=3)[C:9]2=[O:29])[CH:6]=[CH:5][CH:4]=[CH:3][CH:2]=1.[C:36]1(C(C2C=CC=CC=2)N2C3C(=CC=CC=3)C(C3C=C(C)C(OC)=CC=3O)C2=O)C=CC=CC=1. (9) Given the product [Br:16][C:17]1[C:18]([N:12]2[CH2:13][CH2:14][CH2:15][C@@H:10]([N:2]([CH3:1])[C:3](=[O:9])[O:4][C:5]([CH3:8])([CH3:6])[CH3:7])[CH2:11]2)=[C:19]2[C:25]([NH:26][C:27](=[O:34])[C:28]3[CH:33]=[CH:32][CH:31]=[N:30][CH:29]=3)=[CH:24][NH:23][C:20]2=[N:21][CH:22]=1, predict the reactants needed to synthesize it. The reactants are: [CH3:1][N:2]([C@@H:10]1[CH2:15][CH2:14][CH2:13][NH:12][CH2:11]1)[C:3](=[O:9])[O:4][C:5]([CH3:8])([CH3:7])[CH3:6].[Br:16][C:17]1[C:18](F)=[C:19]2[C:25]([NH:26][C:27](=[O:34])[C:28]3[CH:33]=[CH:32][CH:31]=[N:30][CH:29]=3)=[CH:24][NH:23][C:20]2=[N:21][CH:22]=1.